This data is from Catalyst prediction with 721,799 reactions and 888 catalyst types from USPTO. The task is: Predict which catalyst facilitates the given reaction. (1) Reactant: [CH3:1][S:2][CH2:3][C:4]([O:6][CH2:7][CH3:8])=[O:5].S(Cl)([Cl:12])(=O)=O. Product: [CH2:7]([O:6][C:4](=[O:5])[CH:3]([Cl:12])[S:2][CH3:1])[CH3:8]. The catalyst class is: 4. (2) The catalyst class is: 57. Product: [CH:3]1([CH2:9][C:10]#[C:11][Si:12]([CH:19]([CH3:21])[CH3:20])([CH:16]([CH3:18])[CH3:17])[CH:13]([CH3:15])[CH3:14])[CH2:8][CH2:7][CH2:6][CH2:5][CH2:4]1. Reactant: [OH-].[K+].[CH:3]1([C:9]#[C:10][CH3:11])[CH2:8][CH2:7][CH2:6][CH2:5][CH2:4]1.[SiH:12]([CH:19]([CH3:21])[CH3:20])([CH:16]([CH3:18])[CH3:17])[CH:13]([CH3:15])[CH3:14]. (3) Reactant: CN(C)C=O.[F:6][C:7]([F:19])=[C:8]([CH3:18])[CH2:9][CH2:10][CH2:11][CH2:12]CS([O-])(=O)=O.[NH:20]1[C:28]2[C:23](=[CH:24][C:25]([C:29]([OH:31])=[O:30])=[CH:26][CH:27]=2)[CH:22]=[CH:21]1.C(=O)([O-])O.[Na+]. Product: [NH:20]1[C:28]2[C:23](=[CH:24][C:25]([C:29]([O:31][CH2:12][CH2:11][CH2:10][CH2:9][C:8]([CH3:18])=[C:7]([F:6])[F:19])=[O:30])=[CH:26][CH:27]=2)[CH:22]=[CH:21]1. The catalyst class is: 6. (4) Reactant: Cl[Si:2]([Cl:9])([CH:6]([CH3:8])[CH3:7])[CH:3]([CH3:5])[CH3:4].[CH2:10]([Li])[CH2:11][CH2:12][CH3:13]. Product: [CH2:10]([Si:2]([CH:3]([CH3:4])[CH3:5])([CH:6]([CH3:7])[CH3:8])[Cl:9])[CH2:11][CH2:12][CH3:13]. The catalyst class is: 7. (5) Product: [N:15]1([C:2]2[CH:3]=[N:4][CH:5]=[C:6]3[C:11]=2[N:10]=[C:9]([C:12]([NH2:14])=[O:13])[CH:8]=[CH:7]3)[CH2:20][CH2:19][CH2:18][CH2:17][CH2:16]1. The catalyst class is: 682. Reactant: Br[C:2]1[CH:3]=[N:4][CH:5]=[C:6]2[C:11]=1[N:10]=[C:9]([C:12]([NH2:14])=[O:13])[CH:8]=[CH:7]2.[NH:15]1[CH2:20][CH2:19][CH2:18][CH2:17][CH2:16]1.C(=O)([O-])[O-].[K+].[K+]. (6) Reactant: [F:1][C:2]1[CH:7]=[CH:6][CH:5]=[CH:4][C:3]=1[CH2:8][O:9][C:10]1[CH:15]=[CH:14][C:13]([C@@H:16]2[NH:20][C@H:19]([C:21]([O:23][CH3:24])=[O:22])[CH2:18][CH2:17]2)=[CH:12][CH:11]=1.[C:25]([O:29][C:30](O[C:30]([O:29][C:25]([CH3:28])([CH3:27])[CH3:26])=[O:31])=[O:31])([CH3:28])([CH3:27])[CH3:26].C(O)(=O)C(CC(O)=O)O. Product: [F:1][C:2]1[CH:7]=[CH:6][CH:5]=[CH:4][C:3]=1[CH2:8][O:9][C:10]1[CH:15]=[CH:14][C:13]([C@@H:16]2[N:20]([C:30]([O:29][C:25]([CH3:28])([CH3:27])[CH3:26])=[O:31])[C@H:19]([C:21]([O:23][CH3:24])=[O:22])[CH2:18][CH2:17]2)=[CH:12][CH:11]=1. The catalyst class is: 25. (7) Reactant: C[O:2][C:3]([C:5]1[C:6]([C:12]2[CH:17]=[CH:16][CH:15]=[CH:14][CH:13]=2)=[N:7][O:8][C:9]=1[CH2:10][CH3:11])=[O:4].O[Li].O. Product: [CH2:10]([C:9]1[O:8][N:7]=[C:6]([C:12]2[CH:17]=[CH:16][CH:15]=[CH:14][CH:13]=2)[C:5]=1[C:3]([OH:4])=[O:2])[CH3:11]. The catalyst class is: 20.